From a dataset of Catalyst prediction with 721,799 reactions and 888 catalyst types from USPTO. Predict which catalyst facilitates the given reaction. Reactant: [ClH:1].[CH:2]1([CH2:5][O:6][C:7]2[C:12]3[CH2:13][O:14][C@:15]4([CH3:27])[C@H:19]([C:11]=3[CH:10]=[CH:9][CH:8]=2)[CH2:18][N:17](C(OC(C)(C)C)=O)[CH2:16]4)[CH2:4][CH2:3]1. Product: [ClH:1].[CH:2]1([CH2:5][O:6][C:7]2[C:12]3[CH2:13][O:14][C@:15]4([CH3:27])[C@H:19]([C:11]=3[CH:10]=[CH:9][CH:8]=2)[CH2:18][NH:17][CH2:16]4)[CH2:3][CH2:4]1. The catalyst class is: 169.